From a dataset of Forward reaction prediction with 1.9M reactions from USPTO patents (1976-2016). Predict the product of the given reaction. (1) Given the reactants [Cl:1][C:2]1[CH:7]=[CH:6][C:5]([CH2:8][C:9]2(Br)[CH2:11][C:10]2(Br)Br)=[CH:4][CH:3]=1.C[Li].O, predict the reaction product. The product is: [Cl:1][C:2]1[CH:7]=[CH:6][C:5]([CH2:8][C:9]2[CH2:10][CH:11]=2)=[CH:4][CH:3]=1. (2) Given the reactants [CH3:1][C:2]1([CH3:30])[S:7][CH2:6][CH2:5][N:4]([S:8]([C:11]2[CH:16]=[CH:15][C:14]([O:17][CH2:18][CH:19]=[C:20]=[CH:21][CH3:22])=[CH:13][CH:12]=2)(=[O:10])=[O:9])[C@H:3]1[C:23]([O:25]C(C)(C)C)=[O:24].FC(F)(F)C(O)=O, predict the reaction product. The product is: [CH3:30][C:2]1([CH3:1])[S:7][CH2:6][CH2:5][N:4]([S:8]([C:11]2[CH:12]=[CH:13][C:14]([O:17][CH2:18][CH:19]=[C:20]=[CH:21][CH3:22])=[CH:15][CH:16]=2)(=[O:9])=[O:10])[C@H:3]1[C:23]([OH:25])=[O:24]. (3) Given the reactants [C:1]([C:7]1[CH:8]=[C:9]([C:13]2[NH:14][CH:15]=[CH:16][N:17]=2)[CH:10]=[CH:11][CH:12]=1)#[C:2][CH2:3][CH2:4][CH2:5][CH3:6], predict the reaction product. The product is: [CH2:1]([C:7]1[CH:8]=[C:9]([C:13]2[NH:17][CH:16]=[CH:15][N:14]=2)[CH:10]=[CH:11][CH:12]=1)[CH2:2][CH2:3][CH2:4][CH2:5][CH3:6].